Dataset: Forward reaction prediction with 1.9M reactions from USPTO patents (1976-2016). Task: Predict the product of the given reaction. (1) The product is: [NH2:63][CH2:62][CH2:61][NH:64][C:16](=[O:17])[CH:15]([OH:19])[CH2:14][N:13]([C:10]1[N:11]=[CH:12][C:3]2[C:4]([N:9]=1)=[N:5][C:6]([NH2:8])=[N:7][C:2]=2[NH2:1])[CH2:20][C:21]1[C:30]2[C:25](=[CH:26][CH:27]=[CH:28][CH:29]=2)[CH:24]=[CH:23][C:22]=1[O:31][CH2:32][CH3:33]. Given the reactants [NH2:1][C:2]1[N:7]=[C:6]([NH2:8])[N:5]=[C:4]2[N:9]=[C:10]([N:13]([CH2:20][C:21]3[C:30]4[C:25](=[CH:26][CH:27]=[CH:28][CH:29]=4)[CH:24]=[CH:23][C:22]=3[O:31][CH2:32][CH3:33])[CH2:14][CH:15]([OH:19])[C:16](O)=[O:17])[N:11]=[CH:12][C:3]=12.CN([P+](Br)(N(C)C)N(C)C)C.F[P-](F)(F)(F)(F)F.CCN(C(C)C)C(C)C.[CH2:61]([NH2:64])[CH2:62][NH2:63], predict the reaction product. (2) Given the reactants [C:1]([N:5]1[C:9]([C:10]2[CH:15]=[CH:14][C:13]([F:16])=[CH:12][CH:11]=2)=[C:8]([C:17]2[S:18][CH2:19][CH:20]([C:22]([OH:24])=O)[N:21]=2)[CH:7]=[N:6]1)([CH3:4])([CH3:3])[CH3:2].[O:25]1[CH2:30][CH2:29][CH:28]([CH2:31][CH2:32][NH2:33])[CH2:27][CH2:26]1, predict the reaction product. The product is: [C:1]([N:5]1[C:9]([C:10]2[CH:15]=[CH:14][C:13]([F:16])=[CH:12][CH:11]=2)=[C:8]([C:17]2[S:18][CH2:19][CH:20]([C:22]([NH:33][CH2:32][CH2:31][CH:28]3[CH2:29][CH2:30][O:25][CH2:26][CH2:27]3)=[O:24])[N:21]=2)[CH:7]=[N:6]1)([CH3:2])([CH3:4])[CH3:3]. (3) Given the reactants [Cl:1][C:2]1[C@:3]2([CH2:13][O:14][CH2:15][CH3:16])[O:12][C@H:6]([C:7](Cl)(Cl)[C:8]=1[Cl:9])[CH:5]=[CH:4]2.CC(C)=[O:19].C(=O)(O)[O-].[Na+], predict the reaction product. The product is: [Cl:9][C:8]1[C:7](=[O:19])[C@H:6]2[O:12][C@@:3]([CH2:13][O:14][CH2:15][CH3:16])([C:2]=1[Cl:1])[CH:4]=[CH:5]2. (4) Given the reactants [C:1]([O:5][C:6]([N:8]([C:13]1[CH:14]=[C:15]([CH2:24][C:25]([OH:27])=[O:26])[CH:16]=[CH:17][C:18]=1[O:19][CH2:20][CH:21]1[CH2:23][CH2:22]1)[S:9]([CH3:12])(=[O:11])=[O:10])=[O:7])([CH3:4])([CH3:3])[CH3:2].[Cl:28][C:29]1[CH:30]=[N+:31]([O-:58])[CH:32]=[C:33]([Cl:57])[C:34]=1[CH2:35][C@@H:36]([C:42]1[CH:47]=[CH:46][C:45]([O:48][CH:49]([F:51])[F:50])=[C:44]([O:52][CH2:53][CH:54]2[CH2:56][CH2:55]2)[CH:43]=1)[O:37][C:38](=[O:41])[CH2:39]O.C(Cl)CCl.Cl, predict the reaction product. The product is: [C:1]([O:5][C:6]([N:8]([C:13]1[CH:14]=[C:15]([CH2:24][C:25]([O:27][CH2:39][C:38]([O:37][C@H:36]([C:42]2[CH:47]=[CH:46][C:45]([O:48][CH:49]([F:51])[F:50])=[C:44]([O:52][CH2:53][CH:54]3[CH2:56][CH2:55]3)[CH:43]=2)[CH2:35][C:34]2[C:33]([Cl:57])=[CH:32][N+:31]([O-:58])=[CH:30][C:29]=2[Cl:28])=[O:41])=[O:26])[CH:16]=[CH:17][C:18]=1[O:19][CH2:20][CH:21]1[CH2:22][CH2:23]1)[S:9]([CH3:12])(=[O:10])=[O:11])=[O:7])([CH3:4])([CH3:2])[CH3:3]. (5) Given the reactants [CH3:1][C:2](=[CH:4][CH2:5][CH2:6]/[C:7](=[CH:9]/[CH2:10]/[CH:11]=[C:12](/[CH:14]=[CH2:15])\[CH3:13])/[CH3:8])[CH3:3], predict the reaction product. The product is: [CH3:15][CH2:14][CH:12]([CH2:11][CH2:10][CH2:9][CH:7]([CH2:6][CH2:5][CH2:4][CH:2]([CH3:1])[CH3:3])[CH3:8])[CH3:13]. (6) Given the reactants [N+:1]([C:4]1[C:9]2=[CH:10][CH:11]=[C:12]3[C:21]([N:20]=[C:19]4[C:14]([CH:15]=[CH:16][CH:17]=[C:18]4[C:22]([OH:24])=O)=[N:13]3)=[C:8]2[CH:7]=[CH:6][CH:5]=1)([O-:3])=[O:2].[N+](C1C=CC2=C3C(=CC=C2C=1)N=C1C(C(C(O)=O)=CC=C1)=N3)([O-])=O.[CH3:49][N:50]([CH3:54])[CH2:51][CH2:52][NH2:53], predict the reaction product. The product is: [CH3:49][N:50]([CH3:54])[CH2:51][CH2:52][NH:53][C:22]([C:18]1[C:19]2[C:14](=[N:13][C:12]3[C:21]([N:20]=2)=[C:8]2[CH:7]=[CH:6][CH:5]=[C:4]([N+:1]([O-:3])=[O:2])[C:9]2=[CH:10][CH:11]=3)[CH:15]=[CH:16][CH:17]=1)=[O:24]. (7) Given the reactants [F:1][CH:2]([F:29])[C:3]1[CH:4]=[C:5]([C:10]2[N:11]=[C:12]([CH:23]3[CH2:28][CH2:27][NH:26][CH2:25][CH2:24]3)[N:13]([CH2:15][C@H:16]3[CH2:21][CH2:20][CH2:19][CH2:18][N:17]3[CH3:22])[CH:14]=2)[CH:6]=[CH:7][C:8]=1[F:9].Cl[C:31]1[C:32]2[CH:39]([CH2:40][CH3:41])[C:38](=[O:42])[NH:37][C:33]=2[N:34]=[CH:35][N:36]=1.CCN(C(C)C)C(C)C.CC(O)C, predict the reaction product. The product is: [F:29][CH:2]([F:1])[C:3]1[CH:4]=[C:5]([C:10]2[N:11]=[C:12]([CH:23]3[CH2:24][CH2:25][N:26]([C:31]4[C:32]5[CH:39]([CH2:40][CH3:41])[C:38](=[O:42])[NH:37][C:33]=5[N:34]=[CH:35][N:36]=4)[CH2:27][CH2:28]3)[N:13]([CH2:15][C@H:16]3[CH2:21][CH2:20][CH2:19][CH2:18][N:17]3[CH3:22])[CH:14]=2)[CH:6]=[CH:7][C:8]=1[F:9]. (8) Given the reactants [F:1][C:2]1[CH:28]=[CH:27][CH:26]=[C:25]([F:29])[C:3]=1[C:4]([NH:6][C:7](=[O:24])[N:8]([C:10]1[CH:15]=[CH:14][C:13]([S:16][C:17]([F:22])([F:21])[CH:18]([F:20])[F:19])=[CH:12][C:11]=1[F:23])[CH3:9])=[O:5].ClC1C=CC=C(C(OO)=[O:38])C=1, predict the reaction product. The product is: [F:1][C:2]1[CH:28]=[CH:27][CH:26]=[C:25]([F:29])[C:3]=1[C:4]([NH:6][C:7](=[O:24])[N:8]([C:10]1[CH:15]=[CH:14][C:13]([S:16]([C:17]([F:22])([F:21])[CH:18]([F:19])[F:20])=[O:38])=[CH:12][C:11]=1[F:23])[CH3:9])=[O:5]. (9) Given the reactants [F:1][C:2]1[CH:7]=[CH:6][C:5]([C@H:8]([NH:10][C:11]([C@H:13]2[CH2:18][CH2:17][C@H:16]([NH:19][S:20]([C:23]3[CH:28]=[CH:27][C:26](Br)=[CH:25][CH:24]=3)(=[O:22])=[O:21])[CH2:15][CH2:14]2)=[O:12])[CH3:9])=[CH:4][CH:3]=1.C(Cl)Cl.C([O-])([O-])=O.[Na+].[Na+].[CH3:39][C:40]1[CH:41]=[C:42](B(O)O)[CH:43]=[N:44][CH:45]=1, predict the reaction product. The product is: [F:1][C:2]1[CH:7]=[CH:6][C:5]([C@H:8]([NH:10][C:11]([C@H:13]2[CH2:18][CH2:17][C@H:16]([NH:19][S:20]([C:23]3[CH:28]=[CH:27][C:26]([C:42]4[CH:43]=[N:44][CH:45]=[C:40]([CH3:39])[CH:41]=4)=[CH:25][CH:24]=3)(=[O:22])=[O:21])[CH2:15][CH2:14]2)=[O:12])[CH3:9])=[CH:4][CH:3]=1.